From a dataset of NCI-60 drug combinations with 297,098 pairs across 59 cell lines. Regression. Given two drug SMILES strings and cell line genomic features, predict the synergy score measuring deviation from expected non-interaction effect. (1) Drug 1: CC1=C(C=C(C=C1)C(=O)NC2=CC(=CC(=C2)C(F)(F)F)N3C=C(N=C3)C)NC4=NC=CC(=N4)C5=CN=CC=C5. Drug 2: COCCOC1=C(C=C2C(=C1)C(=NC=N2)NC3=CC=CC(=C3)C#C)OCCOC.Cl. Cell line: UACC62. Synergy scores: CSS=7.12, Synergy_ZIP=-2.62, Synergy_Bliss=-1.78, Synergy_Loewe=4.22, Synergy_HSA=0.971. (2) Drug 1: CC1=CC=C(C=C1)C2=CC(=NN2C3=CC=C(C=C3)S(=O)(=O)N)C(F)(F)F. Drug 2: CC1C(C(CC(O1)OC2CC(OC(C2O)C)OC3=CC4=CC5=C(C(=O)C(C(C5)C(C(=O)C(C(C)O)O)OC)OC6CC(C(C(O6)C)O)OC7CC(C(C(O7)C)O)OC8CC(C(C(O8)C)O)(C)O)C(=C4C(=C3C)O)O)O)O. Cell line: RPMI-8226. Synergy scores: CSS=58.4, Synergy_ZIP=7.27, Synergy_Bliss=4.12, Synergy_Loewe=-1.13, Synergy_HSA=3.61. (3) Drug 1: CC1=CC=C(C=C1)C2=CC(=NN2C3=CC=C(C=C3)S(=O)(=O)N)C(F)(F)F. Drug 2: CC1=C2C(C(=O)C3(C(CC4C(C3C(C(C2(C)C)(CC1OC(=O)C(C(C5=CC=CC=C5)NC(=O)C6=CC=CC=C6)O)O)OC(=O)C7=CC=CC=C7)(CO4)OC(=O)C)O)C)OC(=O)C. Cell line: HCC-2998. Synergy scores: CSS=25.6, Synergy_ZIP=11.6, Synergy_Bliss=10.0, Synergy_Loewe=4.02, Synergy_HSA=14.1. (4) Drug 1: CC1CCC2CC(C(=CC=CC=CC(CC(C(=O)C(C(C(=CC(C(=O)CC(OC(=O)C3CCCCN3C(=O)C(=O)C1(O2)O)C(C)CC4CCC(C(C4)OC)O)C)C)O)OC)C)C)C)OC. Drug 2: CN(C(=O)NC(C=O)C(C(C(CO)O)O)O)N=O. Cell line: NCI-H522. Synergy scores: CSS=6.66, Synergy_ZIP=0.137, Synergy_Bliss=2.08, Synergy_Loewe=-9.19, Synergy_HSA=1.71.